From a dataset of TCR-epitope binding with 47,182 pairs between 192 epitopes and 23,139 TCRs. Binary Classification. Given a T-cell receptor sequence (or CDR3 region) and an epitope sequence, predict whether binding occurs between them. (1) The epitope is GTITSGWTF. The TCR CDR3 sequence is CASSLTTGGKTGELFF. Result: 0 (the TCR does not bind to the epitope). (2) The epitope is IPRRNVATL. The TCR CDR3 sequence is CASSSTIWGGKAFF. Result: 1 (the TCR binds to the epitope). (3) The epitope is HLVDFQVTI. The TCR CDR3 sequence is CASSDDNTGELFF. Result: 0 (the TCR does not bind to the epitope). (4) The epitope is KLPDDFTGCV. The TCR CDR3 sequence is CASSFRGAGDQPQHF. Result: 0 (the TCR does not bind to the epitope). (5) The epitope is IVDTVSALV. The TCR CDR3 sequence is CASSEWLAGATGELFF. Result: 0 (the TCR does not bind to the epitope). (6) The epitope is AVFDRKSDAK. The TCR CDR3 sequence is CASSYLSSQGSGYTF. Result: 1 (the TCR binds to the epitope). (7) The epitope is FLPRVFSAV. The TCR CDR3 sequence is CASSPMNTEAFF. Result: 1 (the TCR binds to the epitope). (8) The epitope is RQLLFVVEV. The TCR CDR3 sequence is CASSLNPAESYNEQFF. Result: 1 (the TCR binds to the epitope). (9) The epitope is SEPVLKGVKL. The TCR CDR3 sequence is CASSPPG. Result: 0 (the TCR does not bind to the epitope). (10) The epitope is GMFNMLSTVLGVS. The TCR CDR3 sequence is CASTLAGGPPETQYF. Result: 0 (the TCR does not bind to the epitope).